From a dataset of Forward reaction prediction with 1.9M reactions from USPTO patents (1976-2016). Predict the product of the given reaction. (1) Given the reactants Br[C:2]1[CH:3]=[C:4]2[CH:10]=[C:9]([CH3:11])[NH:8][C:5]2=[N:6][CH:7]=1.[B:12]1([B:12]2[O:16][C:15]([CH3:18])([CH3:17])[C:14]([CH3:20])([CH3:19])[O:13]2)[O:16][C:15]([CH3:18])([CH3:17])[C:14]([CH3:20])([CH3:19])[O:13]1.CC([O-])=O.[K+], predict the reaction product. The product is: [CH3:11][C:9]1[NH:8][C:5]2=[N:6][CH:7]=[C:2]([B:12]3[O:16][C:15]([CH3:18])([CH3:17])[C:14]([CH3:20])([CH3:19])[O:13]3)[CH:3]=[C:4]2[CH:10]=1. (2) The product is: [F:19][C:20]1[CH:25]=[CH:24][C:23]([O:26][CH3:27])=[CH:22][C:21]=1[C:2]1[C:11]([O:12][CH:13]2[CH2:18][CH2:17][CH2:16][CH2:15][O:14]2)=[CH:10][C:5]([C:6]([O:8][CH3:9])=[O:7])=[CH:4][N:3]=1. Given the reactants Cl[C:2]1[C:11]([O:12][CH:13]2[CH2:18][CH2:17][CH2:16][CH2:15][O:14]2)=[CH:10][C:5]([C:6]([O:8][CH3:9])=[O:7])=[CH:4][N:3]=1.[F:19][C:20]1[CH:25]=[CH:24][C:23]([O:26][CH3:27])=[CH:22][C:21]=1B(O)O.C1(P(C2CCCCC2)C2C=CC=CC=2C2C(OC)=CC=CC=2OC)CCCCC1.C(=O)([O-])[O-].[Na+].[Na+], predict the reaction product. (3) Given the reactants [Cl:1][C:2]1[CH:3]=[CH:4][C:5]2[N:9]=[CH:8][N:7]([CH3:10])[C:6]=2[CH:11]=1.[Li+].CC([N-]C(C)C)C.[I:20]CCI.O, predict the reaction product. The product is: [Cl:1][C:2]1[CH:3]=[CH:4][C:5]2[N:9]=[C:8]([I:20])[N:7]([CH3:10])[C:6]=2[CH:11]=1. (4) Given the reactants Br[C:2]1[C:3]([N:19]2[CH:23]=[CH:22][C:21]([C:24]([F:27])([F:26])[F:25])=[N:20]2)=[N:4][C:5]([NH:8][C:9]2[CH:14]=[C:13]([O:15][CH3:16])[CH:12]=[C:11]([O:17][CH3:18])[CH:10]=2)=[N:6][CH:7]=1.[CH3:28][S:29][C:30]1[C:35]([C:36]([O:38][CH3:39])=[O:37])=[CH:34][C:33](B2OC(C)(C)C(C)(C)O2)=[CH:32][N:31]=1.COC(C1C=C(B(O)O)C=NC=1SC)=O.ClCCl.C(=O)([O-])[O-].[Na+].[Na+], predict the reaction product. The product is: [CH3:18][O:17][C:11]1[CH:10]=[C:9]([NH:8][C:5]2[N:4]=[C:3]([N:19]3[CH:23]=[CH:22][C:21]([C:24]([F:27])([F:26])[F:25])=[N:20]3)[C:2]([C:33]3[CH:34]=[C:35]([C:36]([O:38][CH3:39])=[O:37])[C:30]([S:29][CH3:28])=[N:31][CH:32]=3)=[CH:7][N:6]=2)[CH:14]=[C:13]([O:15][CH3:16])[CH:12]=1. (5) Given the reactants [CH3:1][N:2]1[C:6]([N:7]2[CH2:12][CH2:11][NH:10][CH:9]([C:13]([F:16])([F:15])[F:14])[CH2:8]2)=[C:5]([NH2:17])[CH:4]=[N:3]1.[C:18]([O:22][C:23]([NH:25][C:26]1[S:30][C:29]([C:31]2[C:36]([F:37])=[CH:35][CH:34]=[CH:33][C:32]=2[F:38])=[N:28][C:27]=1[C:39](O)=[O:40])=[O:24])([CH3:21])([CH3:20])[CH3:19].CN(C(ON1N=NC2C=CC=NC1=2)=[N+](C)C)C.F[P-](F)(F)(F)(F)F.O, predict the reaction product. The product is: [F:38][C:32]1[CH:33]=[CH:34][CH:35]=[C:36]([F:37])[C:31]=1[C:29]1[S:30][C:26]([NH:25][C:23](=[O:24])[O:22][C:18]([CH3:20])([CH3:19])[CH3:21])=[C:27]([C:39](=[O:40])[NH:17][C:5]2[CH:4]=[N:3][N:2]([CH3:1])[C:6]=2[N:7]2[CH2:12][CH2:11][NH:10][CH:9]([C:13]([F:16])([F:15])[F:14])[CH2:8]2)[N:28]=1. (6) Given the reactants [CH3:1][O:2][C:3]1[CH:4]=[C:5]([CH2:11][CH2:12][C:13]([OH:15])=O)[CH:6]=[CH:7][C:8]=1[O:9][CH3:10].ClC(OCC)=O.[OH-].[NH4+:23], predict the reaction product. The product is: [CH3:1][O:2][C:3]1[CH:4]=[C:5]([CH2:11][CH2:12][C:13]([NH2:23])=[O:15])[CH:6]=[CH:7][C:8]=1[O:9][CH3:10]. (7) The product is: [CH3:26][O:25][C:22]1[CH:23]=[C:24]2[C:19](=[CH:20][C:21]=1[O:27][CH3:28])[N:18]=[CH:17][CH:16]=[C:15]2[O:14][C:8]1[CH:9]=[C:10]2[C:5](=[CH:6][CH:7]=1)[C:4]([NH:1][C:2]([NH:35][C:34]1[CH:36]=[CH:37][C:31]([O:30][CH3:29])=[CH:32][CH:33]=1)=[S:3])=[CH:13][CH:12]=[CH:11]2. Given the reactants [N:1]([C:4]1[CH:13]=[CH:12][CH:11]=[C:10]2[C:5]=1[CH:6]=[CH:7][C:8]([O:14][C:15]1[C:24]3[C:19](=[CH:20][C:21]([O:27][CH3:28])=[C:22]([O:25][CH3:26])[CH:23]=3)[N:18]=[CH:17][CH:16]=1)=[CH:9]2)=[C:2]=[S:3].[CH3:29][O:30][C:31]1[CH:37]=[CH:36][C:34]([NH2:35])=[CH:33][CH:32]=1, predict the reaction product. (8) Given the reactants F[C:2]1[C:7]([C:8]2[CH:13]=[CH:12][CH:11]=[C:10]([N:14]3[C:18]([C:19]([F:22])([F:21])[F:20])=[C:17]([C:23]([O:25]CC)=[O:24])[CH:16]=[N:15]3)[N:9]=2)=[CH:6][C:5]([CH3:28])=[CH:4][N:3]=1.[CH3:29][C:30]1[CH:31]=[C:32]([C:38]2[CH:43]=[CH:42][C:41]([C:44]([F:47])([F:46])[F:45])=[CH:40][CH:39]=2)[CH:33]=[CH:34][C:35]=1[CH2:36][OH:37], predict the reaction product. The product is: [CH3:28][C:5]1[CH:6]=[C:7]([C:8]2[CH:13]=[CH:12][CH:11]=[C:10]([N:14]3[C:18]([C:19]([F:21])([F:22])[F:20])=[C:17]([C:23]([OH:25])=[O:24])[CH:16]=[N:15]3)[N:9]=2)[C:2]([O:37][CH2:36][C:35]2[CH:34]=[CH:33][C:32]([C:38]3[CH:43]=[CH:42][C:41]([C:44]([F:45])([F:46])[F:47])=[CH:40][CH:39]=3)=[CH:31][C:30]=2[CH3:29])=[N:3][CH:4]=1.